This data is from Reaction yield outcomes from USPTO patents with 853,638 reactions. The task is: Predict the reaction yield, written as a fraction of the theoretical maximum amount of product (1.0 means a 100% yield; for example, 0.34 means a 34% yield). (1) The reactants are [C:1]([C:4]1[C:22](=[O:23])[C@@:8]2([CH3:24])[C:9]3[C:15]([OH:16])=[CH:14][C:13]([O:17][CH3:18])=[C:12]([C:19]([NH2:21])=[O:20])[C:10]=3[O:11][C:7]2=[CH:6][C:5]=1[OH:25])(=[O:3])[CH3:2].[CH2:26]([O:31][C:32]1[C:41]2[C:36](=[CH:37][CH:38]=[CH:39][CH:40]=2)[C:35]([CH:42]=O)=[CH:34][CH:33]=1)[C:27]#[C:28][CH2:29][CH3:30].C([SiH](CC)CC)C.FC(F)(F)C(O)=O. The catalyst is C(#N)C. The product is [C:1]([C:4]1[C:22](=[O:23])[C@@:8]2([CH3:24])[C:9]3[C:15]([OH:16])=[CH:14][C:13]([O:17][CH3:18])=[C:12]([C:19]([NH:21][CH2:42][C:35]4[C:36]5[C:41](=[CH:40][CH:39]=[CH:38][CH:37]=5)[C:32]([O:31][CH2:26][C:27]#[C:28][CH2:29][CH3:30])=[CH:33][CH:34]=4)=[O:20])[C:10]=3[O:11][C:7]2=[CH:6][C:5]=1[OH:25])(=[O:3])[CH3:2]. The yield is 0.640. (2) The catalyst is COCCOCCOC.C(OCC)C. The product is [F:1][C:2]1[CH:7]=[C:6]([F:8])[CH:5]=[CH:4][C:3]=1[N:9]1[C:10]2[CH:15]=[CH:14][CH:13]=[CH:12][C:11]=2[NH:16][S:17]1(=[O:19])=[O:18]. The yield is 0.410. The reactants are [F:1][C:2]1[CH:7]=[C:6]([F:8])[CH:5]=[CH:4][C:3]=1[NH:9][C:10]1[C:11]([NH2:16])=[CH:12][CH:13]=[CH:14][CH:15]=1.[S:17](N)(N)(=[O:19])=[O:18].S(=O)(=O)(O)N. (3) The reactants are C[O:2][C:3]([C:5]1[CH:15]=[CH:14][C:8]2[O:9][C:10]([F:13])([F:12])[O:11][C:7]=2[CH:6]=1)=O.[H-].[Al+3].[Li+].[H-].[H-].[H-].O.[OH-].[Na+]. The product is [F:13][C:10]1([F:12])[O:9][C:8]2[CH:14]=[CH:15][C:5]([CH2:3][OH:2])=[CH:6][C:7]=2[O:11]1. The yield is 0.760. The catalyst is O1CCCC1.